From a dataset of Full USPTO retrosynthesis dataset with 1.9M reactions from patents (1976-2016). Predict the reactants needed to synthesize the given product. (1) Given the product [NH2:11][CH2:12][CH2:13][CH2:14][O:15][C:16]1[CH:17]=[C:18]2[C:22](=[CH:23][CH:24]=1)[NH:21][C:20]([CH2:25][CH2:26][C:27]([O:29][CH3:30])=[O:28])=[CH:19]2, predict the reactants needed to synthesize it. The reactants are: C(OC([NH:11][CH2:12][CH2:13][CH2:14][O:15][C:16]1[CH:17]=[C:18]2[C:22](=[CH:23][CH:24]=1)[NH:21][C:20]([CH2:25][CH2:26][C:27]([O:29][CH3:30])=[O:28])=[CH:19]2)=O)C1C=CC=CC=1. (2) The reactants are: C[O:2][C:3](=[O:37])[CH2:4][CH2:5][NH:6][C:7]([C:9]1[C:10]([OH:36])=[C:11]2[C:16](=[CH:17][N:18]=1)[N:15]([CH2:19][C:20]1[CH:25]=[CH:24][CH:23]=[CH:22][CH:21]=1)[C:14](=[O:26])[C:13]([C:27]1[CH:28]=[N:29][C:30]([N:33]([CH3:35])[CH3:34])=[N:31][CH:32]=1)=[CH:12]2)=[O:8].[OH-].[Na+].C1COCC1. Given the product [CH2:19]([N:15]1[C:16]2[C:11](=[C:10]([OH:36])[C:9]([C:7]([NH:6][CH2:5][CH2:4][C:3]([OH:37])=[O:2])=[O:8])=[N:18][CH:17]=2)[CH:12]=[C:13]([C:27]2[CH:32]=[N:31][C:30]([N:33]([CH3:35])[CH3:34])=[N:29][CH:28]=2)[C:14]1=[O:26])[C:20]1[CH:21]=[CH:22][CH:23]=[CH:24][CH:25]=1, predict the reactants needed to synthesize it. (3) The reactants are: [CH2:1]([O:3][CH2:4][C:5]1[N:6]([CH2:18][CH2:19][CH2:20][C:21](OCC)=[O:22])[C:7]2[C:16]3[CH:15]=[CH:14][CH:13]=[CH:12][C:11]=3[N:10]=[CH:9][C:8]=2[N:17]=1)[CH3:2].[NH:26]1[CH2:31][CH2:30][O:29][CH2:28][CH2:27]1. Given the product [CH2:1]([O:3][CH2:4][C:5]1[N:6]([CH2:18][CH2:19][CH2:20][C:21]([N:26]2[CH2:31][CH2:30][O:29][CH2:28][CH2:27]2)=[O:22])[C:7]2[C:16]3[CH:15]=[CH:14][CH:13]=[CH:12][C:11]=3[N:10]=[CH:9][C:8]=2[N:17]=1)[CH3:2], predict the reactants needed to synthesize it.